From a dataset of Catalyst prediction with 721,799 reactions and 888 catalyst types from USPTO. Predict which catalyst facilitates the given reaction. (1) Reactant: Cl[C:2]1[N:7]=[C:6]([C:8]2[CH:13]=[C:12]([Cl:14])[CH:11]=[CH:10][C:9]=2[CH3:15])[N:5]=[C:4]([NH:16][C:17]2[CH:22]=[CH:21][C:20]([CH2:23][N:24]([CH3:26])[CH3:25])=[CH:19][CH:18]=2)[N:3]=1.[NH3:27]. Product: [Cl:14][C:12]1[CH:11]=[CH:10][C:9]([CH3:15])=[C:8]([C:6]2[N:5]=[C:4]([NH:16][C:17]3[CH:22]=[CH:21][C:20]([CH2:23][N:24]([CH3:26])[CH3:25])=[CH:19][CH:18]=3)[N:3]=[C:2]([NH2:27])[N:7]=2)[CH:13]=1. The catalyst class is: 7. (2) Reactant: [Br:1][C:2]1[CH:3]=[CH:4][C:5]([CH3:11])=[C:6]([CH:10]=1)[C:7]([OH:9])=O.C(Cl)(=O)C(Cl)=O.[C:18]1([O:24][CH3:25])[CH:23]=[CH:22][CH:21]=[CH:20][CH:19]=1.[Al+3].[Cl-].[Cl-].[Cl-]. Product: [Br:1][C:2]1[CH:3]=[CH:4][C:5]([CH3:11])=[C:6]([CH:10]=1)[C:7]([C:21]1[CH:22]=[CH:23][C:18]([O:24][CH3:25])=[CH:19][CH:20]=1)=[O:9]. The catalyst class is: 59.